Dataset: Forward reaction prediction with 1.9M reactions from USPTO patents (1976-2016). Task: Predict the product of the given reaction. Given the reactants [F:1][CH:2]([F:29])[C:3]([N:5]1[C@H:9]([CH2:10][F:11])[C@@H:8]([C:12]2[CH:17]=[CH:16][C:15](B3OC(C)(C)C(C)(C)O3)=[CH:14][CH:13]=2)[O:7][C:6]1([CH3:28])[CH3:27])=[O:4].[C:30]([O:34][C:35](=[O:45])[NH:36][CH2:37][C:38]1[N:39]=[N:40][C:41](Cl)=[CH:42][CH:43]=1)([CH3:33])([CH3:32])[CH3:31].C([O-])([O-])=O.[Na+].[Na+], predict the reaction product. The product is: [C:30]([O:34][C:35](=[O:45])[NH:36][CH2:37][C:38]1[N:39]=[N:40][C:41]([C:15]2[CH:16]=[CH:17][C:12]([C@H:8]3[O:7][C:6]([CH3:28])([CH3:27])[N:5]([C:3](=[O:4])[CH:2]([F:1])[F:29])[C@@H:9]3[CH2:10][F:11])=[CH:13][CH:14]=2)=[CH:42][CH:43]=1)([CH3:33])([CH3:31])[CH3:32].